This data is from NCI-60 drug combinations with 297,098 pairs across 59 cell lines. The task is: Regression. Given two drug SMILES strings and cell line genomic features, predict the synergy score measuring deviation from expected non-interaction effect. (1) Drug 1: C1CCC(CC1)NC(=O)N(CCCl)N=O. Drug 2: CC12CCC3C(C1CCC2OP(=O)(O)O)CCC4=C3C=CC(=C4)OC(=O)N(CCCl)CCCl.[Na+]. Cell line: UACC62. Synergy scores: CSS=8.19, Synergy_ZIP=-10.9, Synergy_Bliss=-18.6, Synergy_Loewe=-30.7, Synergy_HSA=-16.7. (2) Drug 1: CCCCC(=O)OCC(=O)C1(CC(C2=C(C1)C(=C3C(=C2O)C(=O)C4=C(C3=O)C=CC=C4OC)O)OC5CC(C(C(O5)C)O)NC(=O)C(F)(F)F)O. Drug 2: CCC1(C2=C(COC1=O)C(=O)N3CC4=CC5=C(C=CC(=C5CN(C)C)O)N=C4C3=C2)O.Cl. Cell line: M14. Synergy scores: CSS=50.1, Synergy_ZIP=-0.463, Synergy_Bliss=-1.57, Synergy_Loewe=-2.15, Synergy_HSA=2.30.